Dataset: Catalyst prediction with 721,799 reactions and 888 catalyst types from USPTO. Task: Predict which catalyst facilitates the given reaction. Reactant: C([N:8]1[CH2:12][CH2:11][C:10]([C:15]2[CH:20]=[CH:19][CH:18]=[C:17]([Cl:21])[C:16]=2[F:22])([O:13][CH3:14])[CH2:9]1)C1C=CC=CC=1.ClC(OC(Cl)C)=O. Product: [Cl:21][C:17]1[C:16]([F:22])=[C:15]([C:10]2([O:13][CH3:14])[CH2:11][CH2:12][NH:8][CH2:9]2)[CH:20]=[CH:19][CH:18]=1. The catalyst class is: 26.